The task is: Regression. Given two drug SMILES strings and cell line genomic features, predict the synergy score measuring deviation from expected non-interaction effect.. This data is from NCI-60 drug combinations with 297,098 pairs across 59 cell lines. Drug 1: C1CN1P(=S)(N2CC2)N3CC3. Drug 2: C(CN)CNCCSP(=O)(O)O. Cell line: U251. Synergy scores: CSS=26.8, Synergy_ZIP=-6.86, Synergy_Bliss=0.285, Synergy_Loewe=-44.3, Synergy_HSA=-3.36.